From a dataset of Catalyst prediction with 721,799 reactions and 888 catalyst types from USPTO. Predict which catalyst facilitates the given reaction. (1) Reactant: [CH3:1][O:2][C:3](=[O:37])[C@@H:4]([NH:14][C:15]([C:17]1[S:18][C:19]([C:24](=[O:36])[NH:25][CH2:26][C:27]2[CH:35]=[CH:34][CH:33]=[C:32]3[C:28]=2[CH:29]=[N:30][NH:31]3)=[CH:20][C:21]=1[CH2:22][CH3:23])=[O:16])[CH2:5][NH:6]C(OC(C)(C)C)=O.[C:38]([OH:44])([C:40]([F:43])([F:42])[F:41])=[O:39]. Product: [F:41][C:40]([F:43])([F:42])[C:38]([OH:44])=[O:39].[CH3:1][O:2][C:3](=[O:37])[C@@H:4]([NH:14][C:15]([C:17]1[S:18][C:19]([C:24](=[O:36])[NH:25][CH2:26][C:27]2[CH:35]=[CH:34][CH:33]=[C:32]3[C:28]=2[CH:29]=[N:30][NH:31]3)=[CH:20][C:21]=1[CH2:22][CH3:23])=[O:16])[CH2:5][NH2:6]. The catalyst class is: 2. (2) Reactant: [CH:1]1([N:6]2[C:15]3[N:14]=[C:13]([C:16]4[C:17]([C:22]5[CH:27]=[CH:26][CH:25]=[CH:24][CH:23]=5)=[N:18]C=[N:20][CH:21]=4)[N:12]=[CH:11][C:10]=3[N:9]3[CH:28]=[N:29][N:30]=[C:8]3[C@H:7]2[CH2:31][CH3:32])[CH2:5][CH2:4][CH2:3][CH2:2]1.NN.Cl.C([O-])([O-])=O.[Na+].[Na+]. Product: [CH:1]1([N:6]2[C:15]3[N:14]=[C:13]([C:16]4[CH:21]=[N:20][NH:18][C:17]=4[C:22]4[CH:23]=[CH:24][CH:25]=[CH:26][CH:27]=4)[N:12]=[CH:11][C:10]=3[N:9]3[CH:28]=[N:29][N:30]=[C:8]3[C@H:7]2[CH2:31][CH3:32])[CH2:5][CH2:4][CH2:3][CH2:2]1. The catalyst class is: 3. (3) Reactant: Cl[C:2]1[CH:17]=[CH:16][C:5]([C:6]([NH:8][C:9]2[CH:14]=[CH:13][C:12]([F:15])=[CH:11][CH:10]=2)=[O:7])=[CH:4][N:3]=1.[I-:18].[Na+].C(Cl)(=O)C. Product: [F:15][C:12]1[CH:13]=[CH:14][C:9]([NH:8][C:6](=[O:7])[C:5]2[CH:16]=[CH:17][C:2]([I:18])=[N:3][CH:4]=2)=[CH:10][CH:11]=1. The catalyst class is: 21. (4) The catalyst class is: 5. Product: [CH3:5][O:6][C:7]1[CH:18]=[CH:17][C:10]([CH2:11][O:12][CH2:13][CH:14]2[CH2:2][S:3]2)=[CH:9][CH:8]=1. Reactant: N[C:2](N)=[S:3].[CH3:5][O:6][C:7]1[CH:18]=[CH:17][C:10]([CH2:11][O:12][CH2:13][CH:14]2CO2)=[CH:9][CH:8]=1. (5) Reactant: [CH2:1]([O:8][C:9]1[CH:18]=[C:17]2[C:12]([CH:13]=[CH:14][N:15]=[C:16]2[OH:19])=[CH:11][N:10]=1)[C:2]1[CH:7]=[CH:6][CH:5]=[CH:4][CH:3]=1.CCN(CC)CC.[F:27][C:28]([F:41])([F:40])[S:29](O[S:29]([C:28]([F:41])([F:40])[F:27])(=[O:31])=[O:30])(=[O:31])=[O:30]. Product: [F:27][C:28]([F:41])([F:40])[S:29]([O:19][C:16]1[C:17]2[C:12](=[CH:11][N:10]=[C:9]([O:8][CH2:1][C:2]3[CH:3]=[CH:4][CH:5]=[CH:6][CH:7]=3)[CH:18]=2)[CH:13]=[CH:14][N:15]=1)(=[O:31])=[O:30]. The catalyst class is: 2.